Predict the product of the given reaction. From a dataset of Forward reaction prediction with 1.9M reactions from USPTO patents (1976-2016). (1) Given the reactants Br[C:2]1[CH:3]=[CH:4][C:5]([O:8][CH2:9][CH:10]2[CH2:15][CH2:14][N:13]([CH2:16][C:17]3([C:21]([F:24])([F:23])[F:22])[CH2:20][CH2:19][CH2:18]3)[CH2:12][CH2:11]2)=[N:6][CH:7]=1.[F:25][C:26]1[CH:31]=[C:30]([C:32]([O:34][CH3:35])=[O:33])[CH:29]=[CH:28][C:27]=1B(O)O.C([O-])([O-])=O.[Cs+].[Cs+].O1CCOCC1, predict the reaction product. The product is: [F:25][C:26]1[CH:31]=[C:30]([CH:29]=[CH:28][C:27]=1[C:2]1[CH:7]=[N:6][C:5]([O:8][CH2:9][CH:10]2[CH2:15][CH2:14][N:13]([CH2:16][C:17]3([C:21]([F:24])([F:23])[F:22])[CH2:20][CH2:19][CH2:18]3)[CH2:12][CH2:11]2)=[CH:4][CH:3]=1)[C:32]([O:34][CH3:35])=[O:33]. (2) Given the reactants Cl.[NH2:2][C@@H:3]1[CH2:8][CH2:7][C@H:6]([NH:9][C:10]([C:12]2[C:16]3[N:17]=[CH:18][N:19]=[C:20]([C:21]4[C:29]5[O:28][CH2:27][O:26][C:25]=5[CH:24]=[CH:23][C:22]=4[O:30][CH2:31][CH:32]4[CH2:34][CH2:33]4)[C:15]=3[NH:14][C:13]=2[CH3:35])=[O:11])[CH2:5][CH2:4]1.[C:36](Cl)(=[O:39])[CH2:37][CH3:38], predict the reaction product. The product is: [CH:32]1([CH2:31][O:30][C:22]2[CH:23]=[CH:24][C:25]3[O:26][CH2:27][O:28][C:29]=3[C:21]=2[C:20]2[C:15]3[NH:14][C:13]([CH3:35])=[C:12]([C:10]([NH:9][C@H:6]4[CH2:7][CH2:8][C@@H:3]([NH:2][C:36](=[O:39])[CH2:37][CH3:38])[CH2:4][CH2:5]4)=[O:11])[C:16]=3[N:17]=[CH:18][N:19]=2)[CH2:34][CH2:33]1. (3) Given the reactants [F:1][C:2]1([F:28])[CH2:6][C@H:5](/[CH:7]=[CH:8]/[C:9](=[O:16])[CH:10]([CH3:15])[CH2:11][C:12]#[C:13][CH3:14])[N:4]([CH2:17][CH2:18][CH2:19][CH2:20][CH2:21][CH2:22][C:23]([O:25][CH3:26])=[O:24])[C:3]1=[O:27].O.O.O.O.O.O.O.[Cl-].[Ce+3].[Cl-].[Cl-].[BH4-].[Na+], predict the reaction product. The product is: [F:28][C:2]1([F:1])[CH2:6][C@H:5](/[CH:7]=[CH:8]/[CH:9]([OH:16])[CH:10]([CH3:15])[CH2:11][C:12]#[C:13][CH3:14])[N:4]([CH2:17][CH2:18][CH2:19][CH2:20][CH2:21][CH2:22][C:23]([O:25][CH3:26])=[O:24])[C:3]1=[O:27].